This data is from Full USPTO retrosynthesis dataset with 1.9M reactions from patents (1976-2016). The task is: Predict the reactants needed to synthesize the given product. (1) The reactants are: O=[C:2]([C:5]1[CH:10]=[CH:9][CH:8]=[C:7]([O:11][C:12]([F:15])([F:14])[F:13])[CH:6]=1)[CH:3]=O.[NH2:16][C:17]1[C:25]([NH2:26])=[CH:24][CH:23]=[CH:22][C:18]=1[C:19]([OH:21])=[O:20]. Given the product [F:13][C:12]([F:15])([F:14])[O:11][C:7]1[CH:6]=[C:5]([C:2]2[CH:3]=[N:26][C:25]3[CH:24]=[CH:23][CH:22]=[C:18]([C:19]([OH:21])=[O:20])[C:17]=3[N:16]=2)[CH:10]=[CH:9][CH:8]=1, predict the reactants needed to synthesize it. (2) The reactants are: [Cl:1][C:2]1[CH:34]=[CH:33][CH:32]=[C:31]([C:35]([F:38])([F:37])[F:36])[C:3]=1[C:4]([N:6]1[C:14]2[C:9](=[CH:10][CH:11]=[C:12]([N:15]3[CH2:18][CH2:17][C:16]3=[O:19])[CH:13]=2)[C:8]([C:20]2[CH:29]=[CH:28][C:23]([C:24]([O:26]C)=[O:25])=[CH:22][C:21]=2[F:30])=[N:7]1)=[O:5].[Li+].[OH-].Cl. Given the product [Cl:1][C:2]1[CH:34]=[CH:33][CH:32]=[C:31]([C:35]([F:38])([F:37])[F:36])[C:3]=1[C:4]([N:6]1[C:14]2[C:9](=[CH:10][CH:11]=[C:12]([N:15]3[CH2:18][CH2:17][C:16]3=[O:19])[CH:13]=2)[C:8]([C:20]2[CH:29]=[CH:28][C:23]([C:24]([OH:26])=[O:25])=[CH:22][C:21]=2[F:30])=[N:7]1)=[O:5], predict the reactants needed to synthesize it. (3) The reactants are: [OH:1][C:2]1[CH:11]=[CH:10][C:5]2[C:6](=[O:9])[CH2:7][O:8][C:4]=2[CH:3]=1.[C:12](Cl)([CH3:14])=[O:13].[CH3:16][CH2:17][O:18]C(C)=O. Given the product [C:12]([O:1][C:2]1[CH:11]=[CH:10][C:5]2[C:6]([O:9][C:17](=[O:18])[CH3:16])=[CH:7][O:8][C:4]=2[CH:3]=1)(=[O:13])[CH3:14], predict the reactants needed to synthesize it. (4) Given the product [C:1](=[O:20])([O:18][CH3:19])[O:2][C:3]1[CH:8]=[C:7]([NH2:9])[C:6]([Cl:12])=[CH:5][C:4]=1[CH:13]1[CH2:17][CH2:16][CH2:15][CH2:14]1, predict the reactants needed to synthesize it. The reactants are: [C:1](=[O:20])([O:18][CH3:19])[O:2][C:3]1[CH:8]=[C:7]([N+:9]([O-])=O)[C:6]([Cl:12])=[CH:5][C:4]=1[CH:13]1[CH2:17][CH2:16][CH2:15][CH2:14]1.[BH4-].[Na+].